From a dataset of Catalyst prediction with 721,799 reactions and 888 catalyst types from USPTO. Predict which catalyst facilitates the given reaction. (1) Reactant: [Si]([O:8][CH2:9][CH2:10][CH2:11][CH2:12][N:13]1[C:25]2[C:24]3[CH:23]=[CH:22][CH:21]=[CH:20][C:19]=3[N:18]=[CH:17][C:16]=2[N:15]=[CH:14]1)(C(C)(C)C)(C)C.[F-].C([N+](CCCC)(CCCC)CCCC)CCC. Product: [N:13]1([CH2:12][CH2:11][CH2:10][CH2:9][OH:8])[C:25]2[C:24]3[CH:23]=[CH:22][CH:21]=[CH:20][C:19]=3[N:18]=[CH:17][C:16]=2[N:15]=[CH:14]1. The catalyst class is: 1. (2) Reactant: [CH2:1]([S:3]([N:6]1[CH2:11][CH2:10][N:9]([C:12]2[N:13]=[C:14]3[C:19](=[N:20][CH:21]=2)[N:18]=CN(C)[C:15]3=[O:23])[CH2:8][CH2:7]1)(=[O:5])=[O:4])[CH3:2].[OH-:24].[Na+]. Product: [NH2:18][C:19]1[C:14]([C:15]([OH:23])=[O:24])=[N:13][C:12]([N:9]2[CH2:8][CH2:7][N:6]([S:3]([CH2:1][CH3:2])(=[O:4])=[O:5])[CH2:11][CH2:10]2)=[CH:21][N:20]=1. The catalyst class is: 5. (3) Reactant: [Cl:1][C:2]1[CH:7]=[CH:6][C:5]([CH2:8][CH:9]([O:22][CH2:23][CH:24]([CH3:26])[CH3:25])[CH2:10][NH:11][C:12]2[C:13]([NH2:21])=[CH:14][C:15]([CH:18]([CH3:20])[CH3:19])=[CH:16][CH:17]=2)=[CH:4][CH:3]=1.[NH:27]1[C:35](=[O:36])[C:33](=O)[C:31](=O)[NH:30][C:28]1=[O:29].B(O)(O)O. Product: [Cl:1][C:2]1[CH:3]=[CH:4][C:5]([CH2:8][CH:9]([O:22][CH2:23][CH:24]([CH3:26])[CH3:25])[CH2:10][N:11]2[C:31]3[C:33]([C:35](=[O:36])[NH:27][C:28](=[O:29])[N:30]=3)=[N:21][C:13]3[CH:14]=[C:15]([CH:18]([CH3:20])[CH3:19])[CH:16]=[CH:17][C:12]2=3)=[CH:6][CH:7]=1. The catalyst class is: 699. (4) Reactant: [F:1][C@H:2]1[C@@H:7]([O:8][C:9]2[CH:16]=[CH:15][C:14]([C:17]3[N:22]=[C:21]([NH:23][C:24]4[CH:29]=[CH:28][C:27]([N:30]5[CH2:35][CH2:34][N:33]([CH:36]6[CH2:39][O:38][CH2:37]6)[CH2:32][CH2:31]5)=[CH:26][CH:25]=4)[N:20]=[CH:19][N:18]=3)=[CH:13][C:10]=2[C:11]#[N:12])[CH2:6][CH2:5][NH:4][CH2:3]1.[NH2:40][C:41]1[CH:42]=[N:43]N[C:45]=1[C:46]([OH:48])=O.[CH:49](N(CC)C(C)C)(C)[CH3:50].CN(C(ON1N=NC2C=CC=NC1=2)=[N+](C)C)C.F[P-](F)(F)(F)(F)F. Product: [NH2:40][C:41]1[CH:42]=[N:43][CH:50]=[CH:49][C:45]=1[C:46]([N:4]1[CH2:5][CH2:6][C@H:7]([O:8][C:9]2[CH:16]=[CH:15][C:14]([C:17]3[N:22]=[C:21]([NH:23][C:24]4[CH:29]=[CH:28][C:27]([N:30]5[CH2:31][CH2:32][N:33]([CH:36]6[CH2:39][O:38][CH2:37]6)[CH2:34][CH2:35]5)=[CH:26][CH:25]=4)[N:20]=[CH:19][N:18]=3)=[CH:13][C:10]=2[C:11]#[N:12])[C@H:2]([F:1])[CH2:3]1)=[O:48]. The catalyst class is: 120. (5) Reactant: CS([C:5]1[N:10]=[C:9]([C:11]([F:14])([F:13])[F:12])[C:8]([C:15]([O:17][CH2:18][CH3:19])=[O:16])=[CH:7][CH:6]=1)(=O)=O.[C-:20]#[N:21].[K+]. Product: [C:20]([C:5]1[N:10]=[C:9]([C:11]([F:14])([F:13])[F:12])[C:8]([C:15]([O:17][CH2:18][CH3:19])=[O:16])=[CH:7][CH:6]=1)#[N:21]. The catalyst class is: 9. (6) Reactant: C(OC([N:8]1[CH2:13][CH2:12][C@H:11]([CH3:14])[C@H:10]([NH:15][C:16]([O:18][CH3:19])=[O:17])[CH2:9]1)=O)(C)(C)C.[ClH:20]. Product: [ClH:20].[CH3:19][O:18][C:16](=[O:17])[NH:15][C@H:10]1[C@@H:11]([CH3:14])[CH2:12][CH2:13][NH:8][CH2:9]1. The catalyst class is: 12. (7) Reactant: [Cl:1][C:2]1[C:3]([F:21])=[C:4]2[CH:10]=[CH:9][N:8]([Si](C(C)C)(C(C)C)C(C)C)[C:5]2=[N:6][CH:7]=1.CCCC[N+](CCCC)(CCCC)CCCC.[F-]. Product: [Cl:1][C:2]1[C:3]([F:21])=[C:4]2[CH:10]=[CH:9][NH:8][C:5]2=[N:6][CH:7]=1. The catalyst class is: 1. (8) Reactant: [CH:1]1([CH:6]([C:10]2[CH:15]=[CH:14][C:13]([CH2:16][N:17]3[C:22](=[O:23])[CH2:21][O:20][C:19]([C:24]4[CH:29]=[CH:28][CH:27]=[CH:26][CH:25]=4)=[N:18]3)=[CH:12][CH:11]=2)[C:7](O)=[O:8])[CH2:5][CH2:4][CH2:3][CH2:2]1.Cl.[CH3:31][O:32][C:33](=[O:42])[CH2:34][C:35]1([CH2:38][CH2:39][CH2:40][NH2:41])[CH2:37][CH2:36]1.CN(C(ON1N=NC2C=CC=NC1=2)=[N+](C)C)C.F[P-](F)(F)(F)(F)F.C(N(CC)C(C)C)(C)C. Product: [CH:1]1([CH:6]([C:10]2[CH:15]=[CH:14][C:13]([CH2:16][N:17]3[C:22](=[O:23])[CH2:21][O:20][C:19]([C:24]4[CH:29]=[CH:28][CH:27]=[CH:26][CH:25]=4)=[N:18]3)=[CH:12][CH:11]=2)[C:7]([NH:41][CH2:40][CH2:39][CH2:38][C:35]2([CH2:34][C:33]([O:32][CH3:31])=[O:42])[CH2:36][CH2:37]2)=[O:8])[CH2:5][CH2:4][CH2:3][CH2:2]1. The catalyst class is: 3. (9) The catalyst class is: 492. Product: [C:1]([O:5][C:6]([C:8]1[C:9]([C:14]2[CH:19]=[CH:18][C:17]([CH2:20][N:21]3[C:25]([CH:26]=[O:27])=[C:24]([CH:37]=[CH2:38])[N:23]=[C:22]3[O:29][CH2:30][CH3:31])=[CH:16][CH:15]=2)=[CH:10][CH:11]=[CH:12][CH:13]=1)=[O:7])([CH3:4])([CH3:3])[CH3:2]. Reactant: [C:1]([O:5][C:6]([C:8]1[C:9]([C:14]2[CH:19]=[CH:18][C:17]([CH2:20][N:21]3[C:25]([CH:26]=[O:27])=[C:24](Br)[N:23]=[C:22]3[O:29][CH2:30][CH3:31])=[CH:16][CH:15]=2)=[CH:10][CH:11]=[CH:12][CH:13]=1)=[O:7])([CH3:4])([CH3:3])[CH3:2].CN(C=O)C.[CH3:37][CH2:38]OC(C)=O.